From a dataset of Forward reaction prediction with 1.9M reactions from USPTO patents (1976-2016). Predict the product of the given reaction. (1) Given the reactants [F:1][CH:2]([F:37])[C:3]1[N:7]([C:8]2[N:13]=[C:12]([N:14]3[CH2:19][CH2:18][O:17][CH2:16][CH2:15]3)[N:11]=[C:10](N3CCNCC3)[N:9]=2)[C:6]2[CH:26]=[CH:27][CH:28]=[C:29]([O:30][CH2:31][CH2:32][CH2:33][N:34]([CH3:36])[CH3:35])[C:5]=2[N:4]=1.[CH3:38][S:39]([Cl:42])(=[O:41])=[O:40].[C:43]([O-:46])([O-])=O.[K+].[K+].Cl, predict the reaction product. The product is: [ClH:42].[F:1][CH:2]([F:37])[C:3]1[N:7]([C:8]2[N:9]=[C:10]([O:46][CH:43]3[CH2:6][CH2:5][N:4]([S:39]([CH3:38])(=[O:41])=[O:40])[CH2:3][CH2:2]3)[N:11]=[C:12]([N:14]3[CH2:19][CH2:18][O:17][CH2:16][CH2:15]3)[N:13]=2)[C:6]2[CH:26]=[CH:27][CH:28]=[C:29]([O:30][CH2:31][CH2:32][CH2:33][N:34]([CH3:36])[CH3:35])[C:5]=2[N:4]=1. (2) Given the reactants [CH:1]1([C:7]([NH:9][C:10]2[CH:11]=[C:12]([CH:16]([OH:27])[CH2:17][CH2:18][NH:19][C:20](=[O:26])[O:21][C:22]([CH3:25])([CH3:24])[CH3:23])[CH:13]=[CH:14][CH:15]=2)=[O:8])[CH2:6][CH2:5][CH2:4][CH2:3][CH2:2]1.C1C=C[NH+]=CC=1.[O-][Cr](Cl)(=O)=O, predict the reaction product. The product is: [CH:1]1([C:7]([NH:9][C:10]2[CH:11]=[C:12]([C:16](=[O:27])[CH2:17][CH2:18][NH:19][C:20](=[O:26])[O:21][C:22]([CH3:23])([CH3:24])[CH3:25])[CH:13]=[CH:14][CH:15]=2)=[O:8])[CH2:2][CH2:3][CH2:4][CH2:5][CH2:6]1. (3) Given the reactants [CH2:1]([O:8][N:9]1[C:15](=[O:16])[N:14]2[CH2:17][C@H:10]1[CH2:11][CH2:12][C@H:13]2[C:18]([OH:20])=O)[C:2]1[CH:7]=[CH:6][CH:5]=[CH:4][CH:3]=1.[NH2:21][O:22][CH2:23][CH2:24][NH:25][C:26]([NH:28][C:29](=[O:35])[O:30][C:31]([CH3:34])([CH3:33])[CH3:32])=[O:27].ON1C2C=CC=CC=2N=N1.Cl.C(N=C=NCCCN(C)C)C, predict the reaction product. The product is: [CH2:1]([O:8][N:9]1[C:15](=[O:16])[N:14]2[CH2:17][C@H:10]1[CH2:11][CH2:12][C@H:13]2[C:18]([NH:21][O:22][CH2:23][CH2:24][NH:25][C:26]([NH:28][C:29](=[O:35])[O:30][C:31]([CH3:33])([CH3:32])[CH3:34])=[O:27])=[O:20])[C:2]1[CH:3]=[CH:4][CH:5]=[CH:6][CH:7]=1. (4) Given the reactants Cl.[CH2:2]([O:9][C:10]1[CH:19]=[CH:18][CH:17]=[C:16]2[C:11]=1[CH2:12][CH2:13][CH2:14][CH:15]2[C:20]([N:22]([C:29]1[CH:30]=[N:31][C:32]([CH:35]([CH3:37])[CH3:36])=[CH:33][CH:34]=1)[CH2:23][C:24]1[CH:25]=[N:26][NH:27][CH:28]=1)=[O:21])[C:3]1[CH:8]=[CH:7][CH:6]=[CH:5][CH:4]=1.C(N(CC)CC)C.[CH:45]1([C:51](Cl)=[O:52])[CH2:50][CH2:49][CH2:48][CH2:47][CH2:46]1, predict the reaction product. The product is: [CH2:2]([O:9][C:10]1[CH:19]=[CH:18][CH:17]=[C:16]2[C:11]=1[CH2:12][CH2:13][CH2:14][CH:15]2[C:20]([N:22]([CH2:23][C:24]1[CH:25]=[N:26][N:27]([C:51]([CH:45]2[CH2:50][CH2:49][CH2:48][CH2:47][CH2:46]2)=[O:52])[CH:28]=1)[C:29]1[CH:30]=[N:31][C:32]([CH:35]([CH3:37])[CH3:36])=[CH:33][CH:34]=1)=[O:21])[C:3]1[CH:8]=[CH:7][CH:6]=[CH:5][CH:4]=1. (5) Given the reactants Cl[C:2]1[C:11]2[C:10](=[O:12])[N:9]([CH3:13])[CH:8]=[N:7][C:6]=2[CH:5]=[C:4]([Cl:14])[N:3]=1.[CH2:15]([NH2:17])[CH3:16], predict the reaction product. The product is: [Cl:14][C:4]1[N:3]=[C:2]([NH:17][CH2:15][CH3:16])[C:11]2[C:10](=[O:12])[N:9]([CH3:13])[CH:8]=[N:7][C:6]=2[CH:5]=1. (6) The product is: [S:1]1[C:2]([C:24]2[C:25]3[NH:26][C:27]4[C:19](=[CH:18][CH:17]=[CH:16][CH:15]=4)[C:20]=3[CH:21]=[CH:22][CH:23]=2)=[CH:3][C:4]2[CH:9]=[CH:8][CH:7]=[CH:6][C:5]1=2. Given the reactants [S:1]1[C:5]2[CH:6]=[CH:7][CH:8]=[CH:9][C:4]=2[CH:3]=[C:2]1OB(O)O.Br[C:15]1[C:27]2[NH:26][C:25]3[C:20](=[CH:21][CH:22]=[CH:23][CH:24]=3)[C:19]=2[CH:18]=[CH:17][CH:16]=1.C1(P(C2CCCCC2)C2CCCCC2)CCCCC1.[O-]P([O-])([O-])=O.[K+].[K+].[K+], predict the reaction product. (7) The product is: [NH2:2][C:3]1[C:8](=[N:14][C:15]2[CH:20]=[CH:19][C:18]([N:21]3[CH2:25][CH2:24][CH:23]([OH:26])[CH2:22]3)=[CH:17][CH:16]=2)[CH:7]=[C:6]([CH3:9])[C:5](=[O:10])[C:4]=1[Cl:11]. Given the reactants Cl.[NH2:2][C:3]1[C:4]([Cl:11])=[C:5]([OH:10])[C:6]([CH3:9])=[CH:7][CH:8]=1.Cl.Cl.[NH2:14][C:15]1[CH:20]=[CH:19][C:18]([N:21]2[CH2:25][CH2:24][CH:23]([OH:26])[CH2:22]2)=[CH:17][CH:16]=1.[OH-].[NH4+].OO, predict the reaction product. (8) Given the reactants Br[C:2]1[CH:11]=[C:10]2[C:5]([CH:6]=[C:7]([CH3:30])[C:8]([CH:19]([O:25][C:26]([CH3:29])([CH3:28])[CH3:27])[C:20]([O:22]CC)=[O:21])=[C:9]2[C:12]2[CH:17]=[CH:16][C:15]([Cl:18])=[CH:14][CH:13]=2)=[CH:4][CH:3]=1.[CH3:31]B1OB(C)OB(C)O1.C([O-])([O-])=O.[K+].[K+].CC#N.O, predict the reaction product. The product is: [C:26]([O:25][CH:19]([C:8]1[C:7]([CH3:30])=[CH:6][C:5]2[C:10](=[CH:11][C:2]([CH3:31])=[CH:3][CH:4]=2)[C:9]=1[C:12]1[CH:17]=[CH:16][C:15]([Cl:18])=[CH:14][CH:13]=1)[C:20]([OH:22])=[O:21])([CH3:27])([CH3:29])[CH3:28]. (9) Given the reactants [O:1]=[C:2]1[N:6]([C:7]([O:9][C:10]([CH3:13])([CH3:12])[CH3:11])=[O:8])[C@@H:5]([C:14]([O:16][CH3:17])=[O:15])[CH2:4][CH2:3]1.[CH3:18][Mg+].[Br-], predict the reaction product. The product is: [C:10]([O:9][C:7]([NH:6][C@H:5]([CH2:4][CH2:3][C:2](=[O:1])[CH3:18])[C:14]([O:16][CH3:17])=[O:15])=[O:8])([CH3:13])([CH3:12])[CH3:11].